Regression. Given a peptide amino acid sequence and an MHC pseudo amino acid sequence, predict their binding affinity value. This is MHC class I binding data. From a dataset of Peptide-MHC class I binding affinity with 185,985 pairs from IEDB/IMGT. (1) The peptide sequence is YIMRVMANNV. The MHC is HLA-A02:01 with pseudo-sequence HLA-A02:01. The binding affinity (normalized) is 0.641. (2) The peptide sequence is CRAPRKKGC. The MHC is HLA-B40:02 with pseudo-sequence HLA-B40:02. The binding affinity (normalized) is 0. (3) The peptide sequence is KLYIALCKV. The MHC is HLA-A02:03 with pseudo-sequence HLA-A02:03. The binding affinity (normalized) is 0.968. (4) The binding affinity (normalized) is 0.155. The MHC is HLA-A32:01 with pseudo-sequence HLA-A32:01. The peptide sequence is ELNYVLWEGG.